Dataset: Forward reaction prediction with 1.9M reactions from USPTO patents (1976-2016). Task: Predict the product of the given reaction. The product is: [CH:10]1[C:11]2[N:12]([C:15]3[CH:20]=[CH:19][CH:18]=[C:17]([N:12]4[C:13]5[CH:1]=[CH:2][CH:3]=[CH:4][C:5]=5[C:6]5[C:11]4=[CH:10][CH:9]=[CH:8][CH:7]=5)[N:16]=3)[C:13]3[C:5](=[CH:4][CH:3]=[CH:2][CH:1]=3)[C:6]=2[CH:7]=[CH:8][CH:9]=1. Given the reactants [CH:1]1[C:13]2[NH:12][C:11]3[C:6](=[CH:7][CH:8]=[CH:9][CH:10]=3)[C:5]=2[CH:4]=[CH:3][CH:2]=1.Cl[C:15]1[CH:20]=[CH:19][CH:18]=[C:17](Cl)[N:16]=1.[H-].[Na+].O, predict the reaction product.